Dataset: Reaction yield outcomes from USPTO patents with 853,638 reactions. Task: Predict the reaction yield, written as a fraction of the theoretical maximum amount of product (1.0 means a 100% yield; for example, 0.34 means a 34% yield). (1) The reactants are [CH3:1][S:2][C:3]1[CH:8]=[CH:7][C:6]([C@H:9]2[C@H:18]3[CH2:19][CH2:20][NH:21][C@H:17]3[C:16]3[CH:15]=[CH:14][CH:13]=[CH:12][C:11]=3[NH:10]2)=[CH:5][CH:4]=1.[C:22]([NH:30][C@@H:31]1[CH2:36][CH2:35][CH2:34][CH2:33][C@@H:32]1[C:37](O)=[O:38])(=[O:29])[C:23]1[CH:28]=[CH:27][CH:26]=[CH:25][CH:24]=1.C(N(CC)CC)C.CCOC(OC(OCC)=O)=O. The catalyst is CN(C=O)C. The product is [CH3:1][S:2][C:3]1[CH:4]=[CH:5][C:6]([C@H:9]2[C@H:18]3[CH2:19][CH2:20][N:21]([C:37]([C@H:32]4[CH2:33][CH2:34][CH2:35][CH2:36][C@H:31]4[NH:30][C:22](=[O:29])[C:23]4[CH:24]=[CH:25][CH:26]=[CH:27][CH:28]=4)=[O:38])[C@H:17]3[C:16]3[CH:15]=[CH:14][CH:13]=[CH:12][C:11]=3[NH:10]2)=[CH:7][CH:8]=1. The yield is 0.290. (2) The reactants are [C:1](Cl)(Cl)=[S:2].[NH2:5][C:6]1[C:15]2[C:10](=[CH:11][CH:12]=[CH:13][CH:14]=2)[C:9]([C:16]#[N:17])=[CH:8][CH:7]=1. The catalyst is ClCCl.C([O-])(O)=O.[Na+]. The product is [N:5]([C:6]1[C:15]2[C:10](=[CH:11][CH:12]=[CH:13][CH:14]=2)[C:9]([C:16]#[N:17])=[CH:8][CH:7]=1)=[C:1]=[S:2]. The yield is 0.930.